Dataset: Forward reaction prediction with 1.9M reactions from USPTO patents (1976-2016). Task: Predict the product of the given reaction. (1) The product is: [Br:27][C:25]1[CH:24]=[CH:23][C:22]([O:28][CH2:29][CH2:30][CH2:31][CH2:32][CH2:33][CH2:34][CH3:35])=[C:21]([CH:26]=1)[C:20]([NH:19][C@@H:4]([CH2:5][C:6]1[CH:11]=[CH:10][C:9]([C:12]2[CH:17]=[CH:16][CH:15]=[CH:14][C:13]=2[O:18][C:6]2[CH:11]=[CH:10][C:9]([C:39]([F:41])([F:40])[F:38])=[CH:8][CH:7]=2)=[CH:8][CH:7]=1)[C:3]([OH:2])=[O:37])=[O:36]. Given the reactants C[O:2][C:3](=[O:37])[C@@H:4]([NH:19][C:20](=[O:36])[C:21]1[CH:26]=[C:25]([Br:27])[CH:24]=[CH:23][C:22]=1[O:28][CH2:29][CH2:30][CH2:31][CH2:32][CH2:33][CH2:34][CH3:35])[CH2:5][C:6]1[CH:11]=[CH:10][C:9]([C:12]2[CH:17]=[CH:16][CH:15]=[CH:14][C:13]=2[OH:18])=[CH:8][CH:7]=1.[F:38][C:39](B(O)O)([F:41])[F:40], predict the reaction product. (2) Given the reactants C(OC([N:8]1[CH2:13][CH2:12][CH:11]([NH:14][CH2:15][C:16](=[O:48])[NH:17][CH:18]([B:35]2[O:43]C3C(C)(C4CC(C3)C4(C)C)[O:36]2)[CH2:19][C:20]2[CH:25]=[CH:24][CH:23]=[C:22]([C:26]([O:28]C(C)(C)C)=[O:27])[C:21]=2OC)[CH2:10][CH2:9]1)=O)(C)(C)C.B(Cl)(Cl)Cl, predict the reaction product. The product is: [OH:36][B:35]1[CH:18]([NH:17][C:16](=[O:48])[CH2:15][NH:14][CH:11]2[CH2:12][CH2:13][NH:8][CH2:9][CH2:10]2)[CH2:19][C:20]2[CH:25]=[CH:24][CH:23]=[C:22]([C:26]([OH:28])=[O:27])[C:21]=2[O:43]1. (3) Given the reactants [N+:1]([C:4]1[CH:12]=[CH:11][CH:10]=[CH:9][C:5]=1[C:6](Cl)=[O:7])([O-:3])=[O:2].Cl.[CH3:14][O:15][C:16](=[O:26])[CH2:17][C:18]1([CH2:24][NH2:25])[CH2:23][CH2:22][CH2:21][CH2:20][CH2:19]1.CCN(C(C)C)C(C)C, predict the reaction product. The product is: [CH3:14][O:15][C:16](=[O:26])[CH2:17][C:18]1([CH2:24][NH:25][C:6](=[O:7])[C:5]2[CH:9]=[CH:10][CH:11]=[CH:12][C:4]=2[N+:1]([O-:3])=[O:2])[CH2:19][CH2:20][CH2:21][CH2:22][CH2:23]1. (4) Given the reactants [F:1][C:2]([C:5]1[N:6]=[C:7]([CH2:10][N:11]2[N:15]=[C:14]([NH2:16])[CH:13]=[N:12]2)[O:8][CH:9]=1)([F:4])[CH3:3].[CH3:17][C:18]1[O:19][C:20]([C:26]2[CH:31]=[CH:30][CH:29]=[CH:28][CH:27]=2)=[C:21]([C:23](O)=[O:24])[N:22]=1, predict the reaction product. The product is: [F:1][C:2]([C:5]1[N:6]=[C:7]([CH2:10][N:11]2[N:15]=[C:14]([NH:16][C:23]([C:21]3[N:22]=[C:18]([CH3:17])[O:19][C:20]=3[C:26]3[CH:27]=[CH:28][CH:29]=[CH:30][CH:31]=3)=[O:24])[CH:13]=[N:12]2)[O:8][CH:9]=1)([F:4])[CH3:3]. (5) Given the reactants [CH3:1][C:2]([C:4]1[CH:5]=[CH:6][CH:7]=[C:8]([OH:10])[CH:9]=1)=[O:3].[CH2:11](I)[CH3:12].C(=O)([O-])[O-].[K+].[K+], predict the reaction product. The product is: [CH3:11][CH2:12][O:10][C:8]1[CH:9]=[C:4]([C:2]([CH3:1])=[O:3])[CH:5]=[CH:6][CH:7]=1. (6) Given the reactants [C:1]([O:5][C:6](=[O:14])[NH:7][C:8]1([C:11](=[NH:13])[NH2:12])[CH2:10][CH2:9]1)([CH3:4])([CH3:3])[CH3:2].C([O-])([O-])=O.[K+].[K+].Br[CH2:22][C:23](=O)[C:24]([F:27])([F:26])[F:25], predict the reaction product. The product is: [C:1]([O:5][C:6](=[O:14])[NH:7][C:8]1([C:11]2[NH:12][CH:22]=[C:23]([C:24]([F:27])([F:26])[F:25])[N:13]=2)[CH2:10][CH2:9]1)([CH3:4])([CH3:2])[CH3:3]. (7) Given the reactants IC.[Cl:3][C:4]1[N:9]=[C:8]([NH:10][C:11]2[CH:12]=[C:13]([CH2:18][OH:19])[CH:14]=[CH:15][C:16]=2[CH3:17])[CH:7]=[CH:6][N:5]=1.[C:20]([O-])([O-])=O.[Cs+].[Cs+], predict the reaction product. The product is: [Cl:3][C:4]1[N:9]=[C:8]([N:10]([CH3:20])[C:11]2[CH:12]=[C:13]([CH2:18][OH:19])[CH:14]=[CH:15][C:16]=2[CH3:17])[CH:7]=[CH:6][N:5]=1.